From a dataset of Full USPTO retrosynthesis dataset with 1.9M reactions from patents (1976-2016). Predict the reactants needed to synthesize the given product. (1) Given the product [F:1][C:2]([F:27])([F:26])[CH2:3][NH:4][C:5]([C:7]1([CH2:21][CH2:22][CH2:23][CH2:24][N:31]2[CH2:32][CH2:33][CH2:34][N:28]([C:35]3[N:39]([CH3:40])[C:38]4[CH:41]=[CH:42][CH:43]=[CH:44][C:37]=4[N:36]=3)[CH2:29][CH2:30]2)[C:20]2[CH:19]=[CH:18][CH:17]=[CH:16][C:15]=2[O:14][C:13]2[C:8]1=[CH:9][CH:10]=[CH:11][CH:12]=2)=[O:6], predict the reactants needed to synthesize it. The reactants are: [F:1][C:2]([F:27])([F:26])[CH2:3][NH:4][C:5]([C:7]1([CH2:21][CH2:22][CH2:23][CH2:24]Br)[C:20]2[CH:19]=[CH:18][CH:17]=[CH:16][C:15]=2[O:14][C:13]2[C:8]1=[CH:9][CH:10]=[CH:11][CH:12]=2)=[O:6].[N:28]1([C:35]2[N:39]([CH3:40])[C:38]3[CH:41]=[CH:42][CH:43]=[CH:44][C:37]=3[N:36]=2)[CH2:34][CH2:33][CH2:32][NH:31][CH2:30][CH2:29]1. (2) The reactants are: [OH:1][C:2]1[CH:3]=[C:4]([C:8]2[N:16]=[C:15]([N:17]3[CH2:22][CH2:21][O:20][CH2:19][CH2:18]3)[N:14]=[C:13]3[C:9]=2[N:10]=[CH:11][N:12]3[CH2:23][C:24]([N:26]2[CH2:30][CH2:29][CH2:28][CH2:27]2)=O)[CH:5]=[CH:6][CH:7]=1. Given the product [O:20]1[CH2:19][CH2:18][N:17]([C:15]2[N:14]=[C:13]3[C:9]([N:10]=[CH:11][N:12]3[CH2:23][CH2:24][N:26]3[CH2:27][CH2:28][CH2:29][CH2:30]3)=[C:8]([C:4]3[CH:3]=[C:2]([OH:1])[CH:7]=[CH:6][CH:5]=3)[N:16]=2)[CH2:22][CH2:21]1, predict the reactants needed to synthesize it. (3) Given the product [C:24]([O:23][C:22](=[O:28])[NH:21][C:11]1[CH:12]=[CH:13][C:14]([C:16]2[S:17][CH:18]=[CH:19][CH:20]=2)=[CH:15][C:10]=1[NH:9][C:7](=[O:8])[C:6]1[CH:5]=[CH:4][C:3]([CH:2]=[O:1])=[CH:30][CH:29]=1)([CH3:27])([CH3:25])[CH3:26], predict the reactants needed to synthesize it. The reactants are: [OH:1][CH2:2][C:3]1[CH:30]=[CH:29][C:6]([C:7]([NH:9][C:10]2[CH:15]=[C:14]([C:16]3[S:17][CH:18]=[CH:19][CH:20]=3)[CH:13]=[CH:12][C:11]=2[NH:21][C:22](=[O:28])[O:23][C:24]([CH3:27])([CH3:26])[CH3:25])=[O:8])=[CH:5][CH:4]=1.CC(OI1(OC(C)=O)(OC(C)=O)OC(=O)C2C=CC=CC1=2)=O. (4) Given the product [F:14][C:2]1([F:1])[O:6][C:5]2[CH:7]=[CH:8][C:9]([C:11]3[O:13][N:24]=[C:17]([C:18]4[CH:19]=[N:20][CH:21]=[CH:22][CH:23]=4)[N:16]=3)=[CH:10][C:4]=2[O:3]1, predict the reactants needed to synthesize it. The reactants are: [F:1][C:2]1([F:14])[O:6][C:5]2[CH:7]=[CH:8][C:9]([C:11]([OH:13])=O)=[CH:10][C:4]=2[O:3]1.O[N:16]=[C:17]([NH2:24])[C:18]1[CH:23]=[CH:22][CH:21]=[N:20][CH:19]=1.N. (5) Given the product [CH2:35]([N:42]([CH2:29][C:26]1[C:25]([Cl:31])=[N:24][C:23]([N:22]([CH2:15][C:16]2[CH:21]=[CH:20][CH:19]=[CH:18][CH:17]=2)[CH:32]([CH3:34])[CH3:33])=[CH:28][N:27]=1)[CH2:43][CH2:44][OH:45])[C:36]1[CH:41]=[CH:40][CH:39]=[CH:38][CH:37]=1, predict the reactants needed to synthesize it. The reactants are: C(O[BH-](OC(=O)C)OC(=O)C)(=O)C.[Na+].[CH2:15]([N:22]([CH:32]([CH3:34])[CH3:33])[C:23]1[N:24]=[C:25]([Cl:31])[C:26]([CH:29]=O)=[N:27][CH:28]=1)[C:16]1[CH:21]=[CH:20][CH:19]=[CH:18][CH:17]=1.[CH2:35]([NH:42][CH2:43][CH2:44][OH:45])[C:36]1[CH:41]=[CH:40][CH:39]=[CH:38][CH:37]=1.C(=O)([O-])O.[Na+]. (6) Given the product [Cl:23][C:24]1[N:29]=[C:28]([C:5]2[CH:4]=[N:3][C:2]([CH3:1])=[CH:7][CH:6]=2)[CH:27]=[CH:26][N:25]=1, predict the reactants needed to synthesize it. The reactants are: [CH3:1][C:2]1[CH:7]=[CH:6][C:5](B2OC(C)(C)C(C)(C)O2)=[CH:4][N:3]=1.C(=O)([O-])[O-].[Na+].[Na+].[Cl:23][C:24]1[N:29]=[C:28](Cl)[CH:27]=[CH:26][N:25]=1. (7) Given the product [CH3:1][O:2][C:3]1[CH:11]=[CH:10][CH:9]=[CH:8][C:4]=1[C:5]([NH2:7])=[S:13], predict the reactants needed to synthesize it. The reactants are: [CH3:1][O:2][C:3]1[CH:11]=[CH:10][CH:9]=[CH:8][C:4]=1[C:5]([NH2:7])=O.P12(SP3(SP(SP(S3)(S1)=S)(=S)S2)=S)=[S:13].C1COCC1. (8) Given the product [F:25][C:22]([F:23])([F:24])[C:20]1[CH:19]=[C:18]([C:26]2[CH:31]=[CH:30][C:29]([C:32]([F:35])([F:34])[F:33])=[CH:28][CH:27]=2)[N:17]=[C:16]([C:12]2[CH:11]=[C:10]([C:6]3[CH:7]=[CH:8][CH:9]=[C:4]([NH2:1])[CH:5]=3)[CH:15]=[CH:14][CH:13]=2)[N:21]=1, predict the reactants needed to synthesize it. The reactants are: [N+:1]([C:4]1[CH:5]=[C:6]([C:10]2[CH:15]=[CH:14][CH:13]=[C:12]([C:16]3[N:21]=[C:20]([C:22]([F:25])([F:24])[F:23])[CH:19]=[C:18]([C:26]4[CH:31]=[CH:30][C:29]([C:32]([F:35])([F:34])[F:33])=[CH:28][CH:27]=4)[N:17]=3)[CH:11]=2)[CH:7]=[CH:8][CH:9]=1)([O-])=O.C1COCC1. (9) Given the product [Cl:20][C:8]1[CH:7]=[C:6]([N:21]2[CH:25]=[N:24][C:23]([C:26]([OH:28])=[O:27])=[N:22]2)[CH:5]=[C:4]([Cl:3])[C:9]=1[O:10][CH2:11][C:12]1[CH:17]=[CH:16][C:15]([O:18][CH3:19])=[CH:14][CH:13]=1, predict the reactants needed to synthesize it. The reactants are: [OH-].[K+].[Cl:3][C:4]1[CH:5]=[C:6]([N:21]2[CH:25]=[N:24][C:23]([C:26]([O:28]CC)=[O:27])=[N:22]2)[CH:7]=[C:8]([Cl:20])[C:9]=1[O:10][CH2:11][C:12]1[CH:17]=[CH:16][C:15]([O:18][CH3:19])=[CH:14][CH:13]=1.Cl.